Dataset: Peptide-MHC class II binding affinity with 134,281 pairs from IEDB. Task: Regression. Given a peptide amino acid sequence and an MHC pseudo amino acid sequence, predict their binding affinity value. This is MHC class II binding data. (1) The MHC is HLA-DQA10501-DQB10301 with pseudo-sequence HLA-DQA10501-DQB10301. The binding affinity (normalized) is 0.0900. The peptide sequence is KPLLIIAEDVEGEY. (2) The peptide sequence is AAIVVAGATATIGLG. The MHC is HLA-DQA10101-DQB10501 with pseudo-sequence HLA-DQA10101-DQB10501. The binding affinity (normalized) is 0. (3) The binding affinity (normalized) is 0.478. The MHC is DRB4_0101 with pseudo-sequence DRB4_0103. The peptide sequence is GLRSLTTLLRALGAQ. (4) The peptide sequence is KQIANELNYILWENN. The MHC is DRB1_0802 with pseudo-sequence DRB1_0802. The binding affinity (normalized) is 0.436. (5) The peptide sequence is GPGEGAVQWMNRLIAFASRG. The MHC is DRB1_0101 with pseudo-sequence DRB1_0101. The binding affinity (normalized) is 0.800. (6) The peptide sequence is SLLNNQFGTMPSLTM. The MHC is DRB1_0301 with pseudo-sequence DRB1_0301. The binding affinity (normalized) is 0.379. (7) The binding affinity (normalized) is 0.180. The peptide sequence is WTNTPTKWDNSFLEI. The MHC is DRB1_0405 with pseudo-sequence DRB1_0405. (8) The peptide sequence is IGGWLLLEPWISPSV. The MHC is DRB1_0301 with pseudo-sequence DRB1_0301. The binding affinity (normalized) is 0. (9) The binding affinity (normalized) is 0.873. The MHC is HLA-DPA10103-DPB10301 with pseudo-sequence HLA-DPA10103-DPB10301. The peptide sequence is AFKVAALAANAAPAN. (10) The peptide sequence is MLFRILSLNLIKIK. The MHC is HLA-DPA10201-DPB10101 with pseudo-sequence HLA-DPA10201-DPB10101. The binding affinity (normalized) is 0.766.